Regression. Given a peptide amino acid sequence and an MHC pseudo amino acid sequence, predict their binding affinity value. This is MHC class I binding data. From a dataset of Peptide-MHC class I binding affinity with 185,985 pairs from IEDB/IMGT. The peptide sequence is FGIFTTNIW. The MHC is HLA-B53:01 with pseudo-sequence HLA-B53:01. The binding affinity (normalized) is 0.526.